From a dataset of Catalyst prediction with 721,799 reactions and 888 catalyst types from USPTO. Predict which catalyst facilitates the given reaction. (1) Reactant: C([O:5][C:6]([N:8]1[CH2:13][CH2:12][CH:11]([N:14]2[C:18]3=[N:19][CH:20]=[N:21][C:22]([O:23][C:24]4[CH:29]=[CH:28][C:27]([S:30]([CH3:33])(=[O:32])=[O:31])=[CH:26][C:25]=4[F:34])=[C:17]3[CH:16]=[N:15]2)[CH2:10][CH2:9]1)=[O:7])(C)(C)C.FC(F)(F)C(O)=O.ClCCl. Product: [F:34][C:25]1[CH:26]=[C:27]([S:30]([CH3:33])(=[O:32])=[O:31])[CH:28]=[CH:29][C:24]=1[O:23][C:22]1[N:21]=[CH:20][N:19]=[C:18]2[N:14]([CH:11]3[CH2:12][CH2:13][N:8]([C:6]([OH:7])=[O:5])[CH2:9][CH2:10]3)[N:15]=[CH:16][C:17]=12. The catalyst class is: 138. (2) Reactant: [OH-].[Li+].[CH2:3]([O:10][CH2:11][CH:12]([CH3:43])[CH2:13][CH2:14][C@@H:15]([N:22]1[CH2:27][CH2:26][C@@H:25]([CH2:28][C:29]([O:31]C)=[O:30])[CH2:24][C@H:23]1[C:33]1[CH:38]=[CH:37][C:36]([C:39]([F:42])([F:41])[F:40])=[CH:35][CH:34]=1)[CH2:16][CH2:17][C:18]([F:21])([F:20])[F:19])[C:4]1[CH:9]=[CH:8][CH:7]=[CH:6][CH:5]=1.Cl.C([O-])(O)=O.[Na+]. Product: [CH2:3]([O:10][CH2:11][CH:12]([CH3:43])[CH2:13][CH2:14][C@@H:15]([N:22]1[CH2:27][CH2:26][C@@H:25]([CH2:28][C:29]([OH:31])=[O:30])[CH2:24][C@H:23]1[C:33]1[CH:34]=[CH:35][C:36]([C:39]([F:42])([F:40])[F:41])=[CH:37][CH:38]=1)[CH2:16][CH2:17][C:18]([F:21])([F:20])[F:19])[C:4]1[CH:9]=[CH:8][CH:7]=[CH:6][CH:5]=1. The catalyst class is: 90. (3) Reactant: [Br:1][C:2]1[C:7]([F:8])=[CH:6][C:5]([C:9]([C:12]2[CH:17]=[CH:16][N:15]=[CH:14][CH:13]=2)=[N:10][OH:11])=[C:4](F)[CH:3]=1.N12CCCN=C1CCCCC2. Product: [Br:1][C:2]1[C:7]([F:8])=[CH:6][C:5]2[C:9]([C:12]3[CH:17]=[CH:16][N:15]=[CH:14][CH:13]=3)=[N:10][O:11][C:4]=2[CH:3]=1. The catalyst class is: 7. (4) Reactant: [BH4-].[Na+].FC(F)(F)C(O)=O.[Br:10][C:11]1[CH:12]=[CH:13][C:14]([O:29][CH3:30])=[C:15]([CH:17]([C:19]2[C:28]3[C:23](=[CH:24][CH:25]=[CH:26][CH:27]=3)[CH:22]=[CH:21][CH:20]=2)O)[CH:16]=1.[OH-].[Na+]. Product: [Br:10][C:11]1[CH:12]=[CH:13][C:14]([O:29][CH3:30])=[C:15]([CH:16]=1)[CH2:17][C:19]1[C:28]2[C:23](=[CH:24][CH:25]=[CH:26][CH:27]=2)[CH:22]=[CH:21][CH:20]=1. The catalyst class is: 34.